Dataset: Forward reaction prediction with 1.9M reactions from USPTO patents (1976-2016). Task: Predict the product of the given reaction. (1) Given the reactants [O:1]1[CH2:5][CH2:4][CH:3]([CH2:6][CH2:7][CH:8]=[O:9])[CH2:2]1.[Br:10]C1(Br)C(=O)NC(=O)NC1=O.Br, predict the reaction product. The product is: [Br:10][CH:7]([CH2:6][CH:3]1[CH2:4][CH2:5][O:1][CH2:2]1)[CH:8]=[O:9]. (2) Given the reactants CN(C)CC#CC1C=C([C@@H]2[C@@H](C3C=CC=C(F)C=3)OC(=O)N2)C=NC=1.Br[C:27]1[CH:28]=[C:29]([C@@H:33]2[C@@H:37]([C:38]3[CH:43]=[CH:42][CH:41]=[C:40]([F:44])[CH:39]=3)[O:36][C:35](=[O:45])[NH:34]2)[CH:30]=[N:31][CH:32]=1.[C:46]([C:48]1([OH:54])[CH2:53][CH2:52][CH2:51][CH2:50][CH2:49]1)#[CH:47], predict the reaction product. The product is: [F:44][C:40]1[CH:39]=[C:38]([C@H:37]2[O:36][C:35](=[O:45])[NH:34][C@@H:33]2[C:29]2[CH:30]=[N:31][CH:32]=[C:27]([C:47]#[C:46][C:48]3([OH:54])[CH2:53][CH2:52][CH2:51][CH2:50][CH2:49]3)[CH:28]=2)[CH:43]=[CH:42][CH:41]=1. (3) The product is: [CH2:40]([C:32]1[N:31]([C:20]2[N:19]=[C:18]3[C:23]([N:24]=[C:16]([C:14]([CH:11]4[CH2:10][CH2:9][NH:8][CH2:13][CH2:12]4)=[O:15])[N:17]3[CH3:42])=[C:22]([N:25]3[CH2:26][CH2:27][O:28][CH2:29][CH2:30]3)[N:21]=2)[C:35]2[CH:36]=[CH:37][CH:38]=[CH:39][C:34]=2[N:33]=1)[CH3:41]. Given the reactants C(OC([N:8]1[CH2:13][CH2:12][CH:11]([C:14]([C:16]2[N:17]([CH3:42])[C:18]3[C:23]([N:24]=2)=[C:22]([N:25]2[CH2:30][CH2:29][O:28][CH2:27][CH2:26]2)[N:21]=[C:20]([N:31]2[C:35]4[CH:36]=[CH:37][CH:38]=[CH:39][C:34]=4[N:33]=[C:32]2[CH2:40][CH3:41])[N:19]=3)=[O:15])[CH2:10][CH2:9]1)=O)(C)(C)C.C(O)(C(F)(F)F)=O, predict the reaction product. (4) Given the reactants [CH3:1][C:2]([C:17]1[CH:22]=[CH:21][CH:20]=[CH:19][CH:18]=1)([CH3:16])[C:3]([CH:5]([C:11]([O:13]CC)=O)[C:6]([O:8][CH2:9][CH3:10])=[O:7])=[O:4].C1(C(CCC)(CCC)C(C(C(OCC)=O)C(OCC)=O)=O)C=CC=CC=1, predict the reaction product. The product is: [OH:13][C:11]1[C:18]2[C:17](=[CH:22][CH:21]=[CH:20][CH:19]=2)[C:2]([CH3:16])([CH3:1])[C:3](=[O:4])[C:5]=1[C:6]([O:8][CH2:9][CH3:10])=[O:7]. (5) The product is: [F:1][C:2]1[CH:7]=[CH:6][C:5]([CH:8]([C:13]2[CH:18]=[CH:17][C:16]([F:19])=[CH:15][CH:14]=2)[CH2:9][CH2:10][CH2:11][N:23]2[CH2:22][CH2:21][N:20]([C:26]3[CH:27]=[CH:28][C:29]([C:30]([O:32][CH2:33][CH3:34])=[O:31])=[CH:35][CH:36]=3)[CH2:25][CH2:24]2)=[CH:4][CH:3]=1. Given the reactants [F:1][C:2]1[CH:7]=[CH:6][C:5]([CH:8]([C:13]2[CH:18]=[CH:17][C:16]([F:19])=[CH:15][CH:14]=2)[CH2:9][CH2:10][CH2:11]Br)=[CH:4][CH:3]=1.[N:20]1([C:26]2[CH:36]=[CH:35][C:29]([C:30]([O:32][CH2:33][CH3:34])=[O:31])=[CH:28][CH:27]=2)[CH2:25][CH2:24][NH:23][CH2:22][CH2:21]1, predict the reaction product. (6) Given the reactants ClC1C=C(Cl)C=CC=1C1N=C(CC)C(N[C@@H:18]2[C:26]3[C:21](=[CH:22][CH:23]=[CH:24][CH:25]=3)[CH2:20][C@@H:19]2[O:27][CH2:28][CH3:29])=NC=1CC.[CH3:32][N:33]([CH3:62])[C:34]1[N:39]=[CH:38][C:37]([C:40]2[N:41]=[C:42]([CH2:59][CH3:60])[C:43]([NH:48][C@@H]3C4C(=CC=CC=4)C[C@@H]3O)=[N:44][C:45]=2[CH2:46][CH3:47])=[C:36]([CH3:61])[CH:35]=1, predict the reaction product. The product is: [CH3:62][N:33]([CH3:32])[C:34]1[N:39]=[CH:38][C:37]([C:40]2[N:41]=[C:42]([CH2:59][CH3:60])[C:43]([NH:48][C@@H:18]3[C:26]4[C:21](=[CH:22][CH:23]=[CH:24][CH:25]=4)[CH2:20][C@@H:19]3[O:27][CH2:28][CH3:29])=[N:44][C:45]=2[CH2:46][CH3:47])=[C:36]([CH3:61])[CH:35]=1. (7) The product is: [CH:1]1[C:10]2[C:5](=[CH:6][CH:7]=[CH:8][CH:9]=2)[CH:4]=[CH:3][C:2]=1[CH2:11][N:12]1[CH2:19][C@H:18]2[NH:21][CH2:22][C@@H:13]1[CH2:14][CH:15]=[CH:16][CH2:17]2. Given the reactants [CH:1]1[C:10]2[C:5](=[CH:6][CH:7]=[CH:8][CH:9]=2)[CH:4]=[CH:3][C:2]=1[CH2:11][N:12]1[C:19](=O)[C@H:18]2[NH:21][C:22](=O)[C@@H:13]1[CH2:14][CH:15]=[CH:16][CH2:17]2.CC(C[AlH]CC(C)C)C.Cl, predict the reaction product. (8) Given the reactants [Cl:1][C:2]1[CH:3]=[C:4]([NH:9][C:10]2[N:15]=[C:14](Cl)[N:13]=[C:12]([Cl:17])[N:11]=2)[CH:5]=[CH:6][C:7]=1[F:8].[CH3:18][S:19]([N:22]1[CH2:26][CH2:25][CH:24]([NH2:27])[CH2:23]1)(=[O:21])=[O:20].C(#N)C, predict the reaction product. The product is: [Cl:17][C:12]1[N:11]=[C:10]([NH:9][C:4]2[CH:5]=[CH:6][C:7]([F:8])=[C:2]([Cl:1])[CH:3]=2)[N:15]=[C:14]([NH:27][CH:24]2[CH2:25][CH2:26][N:22]([S:19]([CH3:18])(=[O:21])=[O:20])[CH2:23]2)[N:13]=1.